From a dataset of Cav3 T-type calcium channel HTS with 100,875 compounds. Binary Classification. Given a drug SMILES string, predict its activity (active/inactive) in a high-throughput screening assay against a specified biological target. The drug is Clc1c(OC(C(=O)N(C2CS(=O)(=O)CC2)Cc2occc2)C)cccc1. The result is 0 (inactive).